Predict the reaction yield, written as a fraction of the theoretical maximum amount of product (1.0 means a 100% yield; for example, 0.34 means a 34% yield). From a dataset of Reaction yield outcomes from USPTO patents with 853,638 reactions. (1) The reactants are [Cl:1][C:2]1[N:6]2[CH:7]=[C:8]([C:15]3[CH:16]=[N:17][NH:18][CH:19]=3)[CH:9]=[C:10]([C:11]([F:14])([F:13])[F:12])[C:5]2=[N:4][C:3]=1[C:20]([OH:22])=O.[NH:23]1[CH2:28][CH2:27][CH:26]([N:29]2[C:33](=[O:34])[CH2:32][NH:31][C:30]2=[O:35])[CH2:25][CH2:24]1.OC1C2N=NNC=2C=CC=1. The catalyst is CN(C=O)C.C(Cl)Cl. The product is [Cl:1][C:2]1[N:6]2[CH:7]=[C:8]([C:15]3[CH:16]=[N:17][NH:18][CH:19]=3)[CH:9]=[C:10]([C:11]([F:13])([F:14])[F:12])[C:5]2=[N:4][C:3]=1[C:20]([N:23]1[CH2:24][CH2:25][CH:26]([N:29]2[C:33](=[O:34])[CH2:32][NH:31][C:30]2=[O:35])[CH2:27][CH2:28]1)=[O:22]. The yield is 0.170. (2) The reactants are C([O:5][C:6]([C:8]1([CH:15]=[CH2:16])[CH2:13][O:12][C:11](=[O:14])[O:10][CH2:9]1)=[O:7])(C)(C)C.FC(F)(F)C(O)=O. The catalyst is ClCCl. The product is [O:14]=[C:11]1[O:10][CH2:9][C:8]([CH:15]=[CH2:16])([C:6]([OH:7])=[O:5])[CH2:13][O:12]1. The yield is 0.900. (3) The reactants are C(O[C:4]1[CH:9]=[C:8]([Br:10])[CH:7]=[CH:6][C:5]=1[O:11][CH2:12][CH:13]([OH:16])[CH2:14]Cl)=O.[OH-:17].[K+]. The catalyst is C(O)C.O. The product is [Br:10][C:8]1[CH:7]=[CH:6][C:5]2[O:11][CH2:12][CH:13]([CH2:14][OH:17])[O:16][C:4]=2[CH:9]=1. The yield is 0.491. (4) The catalyst is C1(C)C=CC=CC=1.O.CC(O)=O. The reactants are [Br:1][C:2]1[CH:11]=[C:10]2[C:5]([C:6](=O)[CH2:7][CH2:8][O:9]2)=[CH:4][CH:3]=1.[Al+3].[Cl-].[Cl-].[Cl-].[Si]([C:21]#[N:22])(C)(C)C.[OH:23]S(O)(=O)=O. The product is [Br:1][C:2]1[CH:11]=[C:10]2[C:5]([C:6]([C:21]([NH2:22])=[O:23])=[CH:7][CH2:8][O:9]2)=[CH:4][CH:3]=1. The yield is 0.450. (5) The reactants are C[O:2][C:3](=[O:27])[CH:4]([N:13]1[CH2:17][C:16]([O:18][C:19]2[CH:24]=[CH:23][CH:22]=[CH:21][C:20]=2[Cl:25])=[CH:15][C:14]1=[O:26])[CH2:5][CH:6]1[CH:10]2[CH2:11][CH2:12][CH:7]1[CH2:8][CH2:9]2.O.[OH-].[Li+].Cl. The catalyst is O1CCCC1.O. The product is [CH:7]12[CH:6]([CH2:5][CH:4]([N:13]3[CH2:17][C:16]([O:18][C:19]4[CH:24]=[CH:23][CH:22]=[CH:21][C:20]=4[Cl:25])=[CH:15][C:14]3=[O:26])[C:3]([OH:27])=[O:2])[CH:10]([CH2:9][CH2:8]1)[CH2:11][CH2:12]2. The yield is 0.970. (6) The reactants are [CH2:1]([NH2:3])[CH3:2].[Cl:4][C:5]1[CH:10]=[CH:9][C:8]([CH2:11]Cl)=[CH:7][N:6]=1.O. The catalyst is C(#N)C. The product is [Cl:4][C:5]1[N:6]=[CH:7][C:8]([CH2:11][NH:3][CH2:1][CH3:2])=[CH:9][CH:10]=1. The yield is 0.700.